Dataset: Reaction yield outcomes from USPTO patents with 853,638 reactions. Task: Predict the reaction yield, written as a fraction of the theoretical maximum amount of product (1.0 means a 100% yield; for example, 0.34 means a 34% yield). (1) The product is [F:1][CH2:2][C@@:3]1([C:50]([OH:52])=[O:51])[CH2:8][CH2:7][C:6]([C:9]2[C:10]([CH3:49])([CH3:48])[C@H:11]3[C@:24]([CH3:27])([CH2:25][CH:26]=2)[C@@H:23]2[C@:14]([CH3:47])([C@@:15]4([CH3:46])[C@H:20]([CH2:21][CH2:22]2)[C@H:19]2[C@H:28]([C:31]([CH3:33])=[CH2:32])[CH2:29][CH2:30][C@:18]2([NH:34][CH2:35][C:36]([N:59]2[CH2:60][CH2:61][CH:57]([S:54]([CH3:53])(=[O:56])=[O:55])[CH2:58]2)=[O:37])[CH2:17][CH2:16]4)[CH2:13][CH2:12]3)=[CH:5][CH2:4]1. No catalyst specified. The reactants are [F:1][CH2:2][C@@:3]1([C:50]([OH:52])=[O:51])[CH2:8][CH2:7][C:6]([C:9]2[C:10]([CH3:49])([CH3:48])[C@H:11]3[C@:24]([CH3:27])([CH2:25][CH:26]=2)[C@@H:23]2[C@:14]([CH3:47])([C@@:15]4([CH3:46])[C@H:20]([CH2:21][CH2:22]2)[C@H:19]2[C@H:28]([C:31]([CH3:33])=[CH2:32])[CH2:29][CH2:30][C@:18]2([NH:34][CH2:35][C:36](N2CCC(O)(C)CC2)=[O:37])[CH2:17][CH2:16]4)[CH2:13][CH2:12]3)=[CH:5][CH2:4]1.[CH3:53][S:54]([CH:57]1[CH2:61][CH2:60][NH:59][CH2:58]1)(=[O:56])=[O:55].C(O)(C(F)(F)F)=O. The yield is 0.570. (2) The reactants are [CH3:1][N:2]1[CH2:7][CH2:6][N:5]([C:8]2[CH:9]=[CH:10][C:11]([O:18][C:19]([F:22])([F:21])[F:20])=[C:12]([NH:14]C(=O)C)[CH:13]=2)[CH2:4][CH2:3]1.[ClH:23]. The product is [ClH:23].[ClH:23].[ClH:23].[CH3:1][N:2]1[CH2:7][CH2:6][N:5]([C:8]2[CH:9]=[CH:10][C:11]([O:18][C:19]([F:22])([F:20])[F:21])=[C:12]([NH2:14])[CH:13]=2)[CH2:4][CH2:3]1. The yield is 1.00. The catalyst is CCO. (3) The reactants are C(=O)([O-])[O-].[K+].[K+].C([O:10][C@@H:11]1[C@@H:20]([O:21][CH2:22][C:23]2[CH:28]=[CH:27][CH:26]=[CH:25][CH:24]=2)[C@@H:19]([N:29]=[N+:30]=[N-:31])[C@@H:18]([CH2:32][O:33][CH2:34][C:35]2[CH:40]=[CH:39][CH:38]=[CH:37][CH:36]=2)[O:17][C@H:12]1[O:13]C(=O)C)(=O)C. The catalyst is CO.O. The product is [N:29]([C@H:19]1[C@@H:18]([CH2:32][O:33][CH2:34][C:35]2[CH:40]=[CH:39][CH:38]=[CH:37][CH:36]=2)[O:17][CH:12]([OH:13])[C@H:11]([OH:10])[C@H:20]1[O:21][CH2:22][C:23]1[CH:28]=[CH:27][CH:26]=[CH:25][CH:24]=1)=[N+:30]=[N-:31]. The yield is 0.840. (4) The reactants are [CH2:1]([O:8][C:9]([NH:11][C@@H:12]([CH2:17][C:18]1[CH:23]=[CH:22][CH:21]=[CH:20][CH:19]=1)[C:13](=[O:16])[CH2:14][Cl:15])=[O:10])[C:2]1[CH:7]=[CH:6][CH:5]=[CH:4][CH:3]=1.C(O)=O.C(N(CC)CC)C. The catalyst is C(OCC)(=O)C.C1(C)C=CC(S(N[C@H](C2C=CC=CC=2)[C@@H](C2C=CC=CC=2)N)(=O)=O)=CC=1.Cl[Rh+]C1(C)C(C)=C(C)C(C)=C1C. The product is [CH2:1]([O:8][C:9]([NH:11][C@@H:12]([CH2:17][C:18]1[CH:19]=[CH:20][CH:21]=[CH:22][CH:23]=1)[C@@H:13]([OH:16])[CH2:14][Cl:15])=[O:10])[C:2]1[CH:3]=[CH:4][CH:5]=[CH:6][CH:7]=1. The yield is 0.958. (5) The reactants are C1(P(C2C=CC=CC=2)C2C=CC=CC=2)C=CC=CC=1.[Si:20]([O:27][C@H:28]([CH3:58])[C@@H:29]([NH:44][C:45]1[CH:50]=[CH:49][C:48]([C:51]#[N:52])=[C:47]([C:53]([F:56])([F:55])[F:54])[C:46]=1[CH3:57])[C:30]([NH:32][NH:33][C:34](=O)[C:35]1[CH:40]=[CH:39][C:38]([C:41]#[N:42])=[CH:37][CH:36]=1)=[O:31])([C:23]([CH3:26])([CH3:25])[CH3:24])([CH3:22])[CH3:21]. The catalyst is C(Cl)Cl. The product is [Si:20]([O:27][C@H:28]([CH3:58])[C@@H:29]([NH:44][C:45]1[CH:50]=[CH:49][C:48]([C:51]#[N:52])=[C:47]([C:53]([F:56])([F:54])[F:55])[C:46]=1[CH3:57])[C:30]1[O:31][C:34]([C:35]2[CH:40]=[CH:39][C:38]([C:41]#[N:42])=[CH:37][CH:36]=2)=[N:33][N:32]=1)([C:23]([CH3:24])([CH3:26])[CH3:25])([CH3:21])[CH3:22]. The yield is 0.840. (6) The reactants are [NH2:1][C:2]1[N:10]=[CH:9][N:8]=[C:7]2[C:3]=1[N:4]=[CH:5][N:6]2[C@H:11]1[C@@H:15]2[O:16]C(C)(C)[O:18][C@@H:14]2[C@@H:13]([CH2:21][N:22]([CH:38]([CH3:40])[CH3:39])[CH2:23][CH2:24][CH2:25][NH:26][C:27]([NH:29][C:30]2[CH:35]=[CH:34][CH:33]=[C:32]([CH2:36][CH3:37])[CH:31]=2)=[O:28])[O:12]1.C([O-])([O-])=O.[K+].[K+].O. The catalyst is C(O)(C(F)(F)F)=O. The product is [NH2:1][C:2]1[N:10]=[CH:9][N:8]=[C:7]2[C:3]=1[N:4]=[CH:5][N:6]2[C@@H:11]1[O:12][C@H:13]([CH2:21][N:22]([CH:38]([CH3:39])[CH3:40])[CH2:23][CH2:24][CH2:25][NH:26][C:27]([NH:29][C:30]2[CH:35]=[CH:34][CH:33]=[C:32]([CH2:36][CH3:37])[CH:31]=2)=[O:28])[C@@H:14]([OH:18])[C@H:15]1[OH:16]. The yield is 0.930. (7) The reactants are [F:1][C:2]([F:13])([F:12])[C:3]1[CH:8]=[CH:7][C:6](B(O)O)=[CH:5][CH:4]=1.Cl[C:15]1[C:24]([N:25]([CH:27]([CH3:29])[CH3:28])[CH3:26])=[N:23][C:22]2[C:17](=[CH:18][CH:19]=[C:20]([C:30]([O:32][CH3:33])=[O:31])[CH:21]=2)[N:16]=1.[O-]P([O-])([O-])=O.[K+].[K+].[K+]. The catalyst is O1CCOCC1.O.C1C=CC([P]([Pd]([P](C2C=CC=CC=2)(C2C=CC=CC=2)C2C=CC=CC=2)([P](C2C=CC=CC=2)(C2C=CC=CC=2)C2C=CC=CC=2)[P](C2C=CC=CC=2)(C2C=CC=CC=2)C2C=CC=CC=2)(C2C=CC=CC=2)C2C=CC=CC=2)=CC=1. The product is [CH:27]([N:25]([CH3:26])[C:24]1[C:15]([C:6]2[CH:7]=[CH:8][C:3]([C:2]([F:13])([F:12])[F:1])=[CH:4][CH:5]=2)=[N:16][C:17]2[C:22]([N:23]=1)=[CH:21][C:20]([C:30]([O:32][CH3:33])=[O:31])=[CH:19][CH:18]=2)([CH3:29])[CH3:28]. The yield is 0.820. (8) The product is [O:1]=[C:2]1[CH:7]=[C:6]([NH:8][C:9](=[O:22])[CH2:10][C:11]2[CH:16]=[CH:15][CH:14]=[C:13]([O:17][C:18]([F:19])([F:21])[F:20])[CH:12]=2)[CH:5]=[CH:4][N:3]1[CH2:23][CH2:24][CH2:25][CH2:26][N:27]1[CH:31]=[C:30]([C:32]([NH:42][CH2:41][C:36]2[CH:37]=[CH:38][CH:39]=[CH:40][N:35]=2)=[O:33])[N:29]=[N:28]1. The reactants are [O:1]=[C:2]1[CH:7]=[C:6]([NH:8][C:9](=[O:22])[CH2:10][C:11]2[CH:16]=[CH:15][CH:14]=[C:13]([O:17][C:18]([F:21])([F:20])[F:19])[CH:12]=2)[CH:5]=[CH:4][N:3]1[CH2:23][CH2:24][CH2:25][CH2:26][N:27]1[CH:31]=[C:30]([C:32](O)=[O:33])[N:29]=[N:28]1.[N:35]1[CH:40]=[CH:39][CH:38]=[CH:37][C:36]=1[CH2:41][NH2:42].CN(C(ON1N=NC2C=CC=NC1=2)=[N+](C)C)C.F[P-](F)(F)(F)(F)F.CCN(C(C)C)C(C)C. The catalyst is CN(C=O)C. The yield is 0.510.